This data is from Reaction yield outcomes from USPTO patents with 853,638 reactions. The task is: Predict the reaction yield, written as a fraction of the theoretical maximum amount of product (1.0 means a 100% yield; for example, 0.34 means a 34% yield). The reactants are Cl.[F:2][C:3]1[CH:4]=[C:5]([CH:43]=[CH:44][CH:45]=1)[CH2:6][N:7]1[CH:11]=[C:10]([C:12]2[C:20]3[C:15](=[N:16][CH:17]=[C:18]([C:21]4[CH:26]=[CH:25][C:24]([CH:27]5[CH2:32][CH2:31][NH:30][CH2:29][CH2:28]5)=[CH:23][CH:22]=4)[CH:19]=3)[N:14](S(C3C=CC(C)=CC=3)(=O)=O)[CH:13]=2)[CH:9]=[N:8]1.[OH-].[Li+]. The catalyst is C1COCC1.CO.O. The product is [F:2][C:3]1[CH:4]=[C:5]([CH:43]=[CH:44][CH:45]=1)[CH2:6][N:7]1[CH:11]=[C:10]([C:12]2[C:20]3[C:15](=[N:16][CH:17]=[C:18]([C:21]4[CH:22]=[CH:23][C:24]([CH:27]5[CH2:32][CH2:31][NH:30][CH2:29][CH2:28]5)=[CH:25][CH:26]=4)[CH:19]=3)[NH:14][CH:13]=2)[CH:9]=[N:8]1. The yield is 0.400.